This data is from Full USPTO retrosynthesis dataset with 1.9M reactions from patents (1976-2016). The task is: Predict the reactants needed to synthesize the given product. (1) Given the product [F:20][C:19]([F:22])([F:21])[CH2:18][CH2:17][C@H:14]([NH:13][C@@H:8]([C:5]1[CH:6]=[CH:7][C:2]([C:30]2[CH:31]=[CH:32][C:27]([S:24]([CH3:23])(=[O:26])=[O:25])=[CH:28][CH:29]=2)=[CH:3][CH:4]=1)[C:9]([F:12])([F:11])[F:10])[CH2:15][OH:16], predict the reactants needed to synthesize it. The reactants are: Br[C:2]1[CH:7]=[CH:6][C:5]([C@H:8]([NH:13][C@@H:14]([CH2:17][CH2:18][C:19]([F:22])([F:21])[F:20])[CH2:15][OH:16])[C:9]([F:12])([F:11])[F:10])=[CH:4][CH:3]=1.[CH3:23][S:24]([C:27]1[CH:32]=[CH:31][C:30](B2OC(C)(C)C(C)(C)O2)=[CH:29][CH:28]=1)(=[O:26])=[O:25].CN(C=O)C. (2) The reactants are: [Br:1][C:2]1[CH:8]=[C:7]([F:9])[CH:6]=[CH:5][C:3]=1[NH2:4].B(Cl)(Cl)Cl.C(Cl)Cl.Cl[CH2:18][C:19]#N.[Cl-].[Al+3].[Cl-].[Cl-]. Given the product [F:9][C:7]1[CH:6]=[C:5]2[C:3](=[C:2]([Br:1])[CH:8]=1)[NH:4][CH:19]=[CH:18]2, predict the reactants needed to synthesize it. (3) Given the product [C:1]([N:4]1[C:13]2[C:8](=[CH:9][C:10]([N:14]3[CH2:15][CH2:16][CH:17]([NH:20][C:21](=[O:27])[O:22][C:23]([CH3:25])([CH3:24])[CH3:26])[CH2:18][CH2:19]3)=[CH:11][CH:12]=2)[C@H:7]([NH2:28])[C@@H:6]([CH3:39])[C@@H:5]1[CH3:40])(=[O:3])[CH3:2], predict the reactants needed to synthesize it. The reactants are: [C:1]([N:4]1[C:13]2[C:8](=[CH:9][C:10]([N:14]3[CH2:19][CH2:18][CH:17]([NH:20][C:21](=[O:27])[O:22][C:23]([CH3:26])([CH3:25])[CH3:24])[CH2:16][CH2:15]3)=[CH:11][CH:12]=2)[C@H:7]([NH:28]C(OCC2C=CC=CC=2)=O)[C@@H:6]([CH3:39])[C@@H:5]1[CH3:40])(=[O:3])[CH3:2].